This data is from Rat liver microsome stability data. The task is: Regression/Classification. Given a drug SMILES string, predict its absorption, distribution, metabolism, or excretion properties. Task type varies by dataset: regression for continuous measurements (e.g., permeability, clearance, half-life) or binary classification for categorical outcomes (e.g., BBB penetration, CYP inhibition). Dataset: rlm. (1) The compound is Nc1ccccc1NC(=O)c1ccc(CNC(=O)OCc2cccnc2)cc1. The result is 0 (unstable in rat liver microsomes). (2) The drug is Fc1ccc(-c2ccc(Nc3nc(-c4ccncc4)nc4ccccc34)cc2F)c(Cl)c1. The result is 1 (stable in rat liver microsomes).